Dataset: Peptide-MHC class II binding affinity with 134,281 pairs from IEDB. Task: Regression. Given a peptide amino acid sequence and an MHC pseudo amino acid sequence, predict their binding affinity value. This is MHC class II binding data. (1) The peptide sequence is KIEIDQDHQEEICEV. The MHC is DRB1_1201 with pseudo-sequence DRB1_1201. The binding affinity (normalized) is 0.162. (2) The peptide sequence is TGVAVSRGTAKLRWF. The MHC is HLA-DQA10102-DQB10501 with pseudo-sequence HLA-DQA10102-DQB10501. The binding affinity (normalized) is 0.503. (3) The peptide sequence is LVGPFNFRFMSKGGMRNVFDEVIPT. The MHC is HLA-DQA10101-DQB10501 with pseudo-sequence HLA-DQA10101-DQB10501. The binding affinity (normalized) is 0.691. (4) The peptide sequence is PTHENHGLKTRQEKW. The MHC is H-2-IAd with pseudo-sequence H-2-IAd. The binding affinity (normalized) is 0.123. (5) The peptide sequence is NKFVSPKSVIGTFVA. The MHC is DRB1_0401 with pseudo-sequence DRB1_0401. The binding affinity (normalized) is 0.505. (6) The peptide sequence is PANPGLIIGALA. The MHC is DRB1_0101 with pseudo-sequence DRB1_0101. The binding affinity (normalized) is 0.509.